From a dataset of NCI-60 drug combinations with 297,098 pairs across 59 cell lines. Regression. Given two drug SMILES strings and cell line genomic features, predict the synergy score measuring deviation from expected non-interaction effect. (1) Drug 1: CC12CCC3C(C1CCC2=O)CC(=C)C4=CC(=O)C=CC34C. Drug 2: CC1=C(C=C(C=C1)C(=O)NC2=CC(=CC(=C2)C(F)(F)F)N3C=C(N=C3)C)NC4=NC=CC(=N4)C5=CN=CC=C5. Cell line: CCRF-CEM. Synergy scores: CSS=37.9, Synergy_ZIP=2.69, Synergy_Bliss=3.85, Synergy_Loewe=-0.531, Synergy_HSA=-0.0266. (2) Drug 1: CN(C)C1=NC(=NC(=N1)N(C)C)N(C)C. Drug 2: N.N.Cl[Pt+2]Cl. Cell line: PC-3. Synergy scores: CSS=-3.17, Synergy_ZIP=-0.583, Synergy_Bliss=-1.86, Synergy_Loewe=-4.41, Synergy_HSA=-2.78. (3) Drug 1: CC1C(C(CC(O1)OC2CC(OC(C2O)C)OC3=CC4=CC5=C(C(=O)C(C(C5)C(C(=O)C(C(C)O)O)OC)OC6CC(C(C(O6)C)O)OC7CC(C(C(O7)C)O)OC8CC(C(C(O8)C)O)(C)O)C(=C4C(=C3C)O)O)O)O. Drug 2: C1CCC(C(C1)N)N.C(=O)(C(=O)[O-])[O-].[Pt+4]. Cell line: SK-OV-3. Synergy scores: CSS=31.9, Synergy_ZIP=3.33, Synergy_Bliss=5.63, Synergy_Loewe=-10.4, Synergy_HSA=4.56. (4) Drug 1: CC12CCC3C(C1CCC2=O)CC(=C)C4=CC(=O)C=CC34C. Drug 2: CCC1=C2CN3C(=CC4=C(C3=O)COC(=O)C4(CC)O)C2=NC5=C1C=C(C=C5)O. Cell line: HT29. Synergy scores: CSS=41.1, Synergy_ZIP=-1.40, Synergy_Bliss=0.971, Synergy_Loewe=-6.80, Synergy_HSA=1.82. (5) Drug 1: CC12CCC(CC1=CCC3C2CCC4(C3CC=C4C5=CN=CC=C5)C)O. Drug 2: CN1C2=C(C=C(C=C2)N(CCCl)CCCl)N=C1CCCC(=O)O.Cl. Cell line: MDA-MB-231. Synergy scores: CSS=11.9, Synergy_ZIP=0.527, Synergy_Bliss=3.97, Synergy_Loewe=4.60, Synergy_HSA=4.97. (6) Drug 1: COC1=C(C=C2C(=C1)N=CN=C2NC3=CC(=C(C=C3)F)Cl)OCCCN4CCOCC4. Drug 2: CN(CCCl)CCCl.Cl. Cell line: CCRF-CEM. Synergy scores: CSS=18.7, Synergy_ZIP=-5.25, Synergy_Bliss=-6.43, Synergy_Loewe=-14.8, Synergy_HSA=-6.64. (7) Drug 1: C1CC(C1)(C(=O)O)C(=O)O.[NH2-].[NH2-].[Pt+2]. Drug 2: C(=O)(N)NO. Cell line: SN12C. Synergy scores: CSS=3.92, Synergy_ZIP=3.83, Synergy_Bliss=4.06, Synergy_Loewe=0.429, Synergy_HSA=2.32. (8) Drug 2: B(C(CC(C)C)NC(=O)C(CC1=CC=CC=C1)NC(=O)C2=NC=CN=C2)(O)O. Drug 1: COC1=CC(=CC(=C1O)OC)C2C3C(COC3=O)C(C4=CC5=C(C=C24)OCO5)OC6C(C(C7C(O6)COC(O7)C8=CC=CS8)O)O. Synergy scores: CSS=59.5, Synergy_ZIP=-1.09, Synergy_Bliss=-0.794, Synergy_Loewe=-1.19, Synergy_HSA=-1.33. Cell line: ACHN. (9) Drug 1: CCC1(CC2CC(C3=C(CCN(C2)C1)C4=CC=CC=C4N3)(C5=C(C=C6C(=C5)C78CCN9C7C(C=CC9)(C(C(C8N6C)(C(=O)OC)O)OC(=O)C)CC)OC)C(=O)OC)O.OS(=O)(=O)O. Drug 2: CC(C)CN1C=NC2=C1C3=CC=CC=C3N=C2N. Cell line: ACHN. Synergy scores: CSS=1.89, Synergy_ZIP=-1.15, Synergy_Bliss=-0.538, Synergy_Loewe=-0.240, Synergy_HSA=-0.836.